This data is from Peptide-MHC class II binding affinity with 134,281 pairs from IEDB. The task is: Regression. Given a peptide amino acid sequence and an MHC pseudo amino acid sequence, predict their binding affinity value. This is MHC class II binding data. (1) The peptide sequence is DKELYPLASLRSLFG. The MHC is DRB1_0901 with pseudo-sequence DRB1_0901. The binding affinity (normalized) is 0.717. (2) The MHC is HLA-DQA10201-DQB10202 with pseudo-sequence HLA-DQA10201-DQB10202. The binding affinity (normalized) is 0.0785. The peptide sequence is KEKVYLSWVPAHKGIGGNE. (3) The peptide sequence is PPFGDSYIIVGRGDS. The MHC is DRB1_1302 with pseudo-sequence DRB1_1302. The binding affinity (normalized) is 0.229.